From a dataset of Peptide-MHC class II binding affinity with 134,281 pairs from IEDB. Regression. Given a peptide amino acid sequence and an MHC pseudo amino acid sequence, predict their binding affinity value. This is MHC class II binding data. (1) The peptide sequence is VNSPRPAPGAAGPPQ. The MHC is H-2-IAb with pseudo-sequence H-2-IAb. The binding affinity (normalized) is 0.418. (2) The peptide sequence is SGLVWGQKYFKGNFQ. The MHC is HLA-DPA10103-DPB10201 with pseudo-sequence HLA-DPA10103-DPB10201. The binding affinity (normalized) is 0.342.